Dataset: Forward reaction prediction with 1.9M reactions from USPTO patents (1976-2016). Task: Predict the product of the given reaction. (1) Given the reactants [CH2:1]([O:8][C@H:9]1[C@H:14]([O:15][CH2:16][C:17]2[CH:22]=[CH:21][CH:20]=[CH:19][CH:18]=2)[C@@H:13]([O:23][CH2:24][C:25]2[CH:30]=[CH:29][CH:28]=[CH:27][CH:26]=2)[CH:12]([O:31]C)[O:11][C@@H:10]1[CH2:33][O:34][CH2:35][C:36]1[CH:41]=[CH:40][CH:39]=[CH:38][CH:37]=1)[C:2]1[CH:7]=[CH:6][CH:5]=[CH:4][CH:3]=1.OS(O)(=O)=O, predict the reaction product. The product is: [CH2:24]([O:23][C@@H:13]1[C@@H:14]([O:15][CH2:16][C:17]2[CH:22]=[CH:21][CH:20]=[CH:19][CH:18]=2)[C@H:9]([O:8][CH2:1][C:2]2[CH:3]=[CH:4][CH:5]=[CH:6][CH:7]=2)[C@@H:10]([CH2:33][O:34][CH2:35][C:36]2[CH:37]=[CH:38][CH:39]=[CH:40][CH:41]=2)[O:11][CH:12]1[OH:31])[C:25]1[CH:30]=[CH:29][CH:28]=[CH:27][CH:26]=1. (2) Given the reactants C(OC([NH:8][C@H:9]([C:38]1[CH:43]=[CH:42][CH:41]=[CH:40][CH:39]=1)[CH2:10][N:11]1[C:16](=[O:17])[C:15]([C:18]2[CH:23]=[CH:22][CH:21]=[CH:20][C:19]=2[Cl:24])=[CH:14][N:13]([CH2:25][C:26]2[C:31]([C:32]([F:35])([F:34])[F:33])=[CH:30][CH:29]=[CH:28][C:27]=2[F:36])[C:12]1=[O:37])=O)(C)(C)C.C(O)(C(F)(F)F)=O, predict the reaction product. The product is: [NH2:8][C@H:9]([C:38]1[CH:39]=[CH:40][CH:41]=[CH:42][CH:43]=1)[CH2:10][N:11]1[C:16](=[O:17])[C:15]([C:18]2[CH:23]=[CH:22][CH:21]=[CH:20][C:19]=2[Cl:24])=[CH:14][N:13]([CH2:25][C:26]2[C:31]([C:32]([F:34])([F:33])[F:35])=[CH:30][CH:29]=[CH:28][C:27]=2[F:36])[C:12]1=[O:37]. (3) Given the reactants [CH:1]1[CH:2]=[CH:3][C:4]2[S:15][C:14]3[CH:13]=[CH:12][CH:11]=[CH:10][C:9]=3[N:8]=[C:7]([N:16]3[CH2:21][CH2:20][N:19]([CH2:22][CH2:23][O:24][CH2:25][CH2:26][OH:27])[CH2:18][CH2:17]3)[C:5]=2[CH:6]=1.[C:28]([OH:35])(=[O:34])/[CH:29]=[CH:30]/[C:31]([OH:33])=[O:32], predict the reaction product. The product is: [CH:1]1[CH:2]=[CH:3][C:4]2[S:15][C:14]3[CH:13]=[CH:12][CH:11]=[CH:10][C:9]=3[N:8]=[C:7]([N:16]3[CH2:21][CH2:20][N:19]([CH2:22][CH2:23][O:24][CH2:25][CH2:26][OH:27])[CH2:18][CH2:17]3)[C:5]=2[CH:6]=1.[CH:29](/[C:28]([OH:35])=[O:34])=[CH:30]\[C:31]([OH:33])=[O:32]. (4) Given the reactants [CH3:1][C:2]1[C:6]([CH2:7][OH:8])=[CH:5][N:4]([C:9]2[CH:14]=[CH:13][C:12]([C:15]([F:18])([F:17])[F:16])=[CH:11][N:10]=2)[N:3]=1.O[C:20]1[CH:25]=[CH:24][C:23]([CH2:26][CH2:27][C:28]([O:30]C)=[O:29])=[CH:22][CH:21]=1.C1(P(C2C=CC=CC=2)C2C=CC=CC=2)C=CC=CC=1.N(C(OCC)=O)=NC(OCC)=O, predict the reaction product. The product is: [CH3:1][C:2]1[C:6]([CH2:7][O:8][C:20]2[CH:25]=[CH:24][C:23]([CH2:26][CH2:27][C:28]([OH:30])=[O:29])=[CH:22][CH:21]=2)=[CH:5][N:4]([C:9]2[CH:14]=[CH:13][C:12]([C:15]([F:18])([F:16])[F:17])=[CH:11][N:10]=2)[N:3]=1. (5) Given the reactants Br[C:2]1[S:3][CH:4]=[CH:5][N:6]=1.[CH:7]([C:9]1[CH:14]=[CH:13][C:12](B(O)O)=[CH:11][CH:10]=1)=[O:8].C([O-])([O-])=O.[Na+].[Na+].C1(C)C=CC=CC=1, predict the reaction product. The product is: [S:3]1[CH:4]=[CH:5][N:6]=[C:2]1[C:12]1[CH:13]=[CH:14][C:9]([CH:7]=[O:8])=[CH:10][CH:11]=1. (6) Given the reactants [F:1][C:2]1[C:3]([NH:19][C@@H:20]2[CH2:25][CH2:24][CH2:23][N:22]([C:26](=[O:29])[CH:27]=[CH2:28])[CH2:21]2)=[N:4][C:5]([NH:8][C:9]2[CH:18]=[C:17]3[C:12]([CH2:13][CH2:14][NH:15][CH2:16]3)=[CH:11][CH:10]=2)=[N:6][CH:7]=1.[CH:30]1([CH:33]=O)[CH2:32][CH2:31]1.C(N(CC)CC)C.[BH3-]C#N.[Na+], predict the reaction product. The product is: [CH:30]1([CH2:33][N:15]2[CH2:14][CH2:13][C:12]3[C:17](=[CH:18][C:9]([NH:8][C:5]4[N:4]=[C:3]([NH:19][C@@H:20]5[CH2:25][CH2:24][CH2:23][N:22]([C:26](=[O:29])[CH:27]=[CH2:28])[CH2:21]5)[C:2]([F:1])=[CH:7][N:6]=4)=[CH:10][CH:11]=3)[CH2:16]2)[CH2:32][CH2:31]1. (7) The product is: [I:14][C:11]1[C:12]2[O:13][C:5]([CH:4]=[O:3])=[CH:6][C:7]=2[CH:8]=[N:9][CH:10]=1. Given the reactants C([O:3][CH:4](OCC)[C:5]1[O:13][C:12]2[C:11]([I:14])=[CH:10][N:9]=[CH:8][C:7]=2[CH:6]=1)C.Cl.C(=O)(O)[O-].[Na+], predict the reaction product. (8) Given the reactants Br[CH2:2][CH:3]1[CH2:5][CH2:4]1.[OH:6][C:7]1[CH:30]=[CH:29][C:10]2[CH2:11][C:12]([C:15]3[N:20]=[CH:19][C:18]([O:21][CH2:22][C@@H:23]([NH:25][C:26](=[O:28])[CH3:27])[CH3:24])=[CH:17][CH:16]=3)([CH3:14])[O:13][C:9]=2[CH:8]=1.C(=O)([O-])[O-].[K+].[K+], predict the reaction product. The product is: [CH:5]1([CH2:4][O:6][C:7]2[CH:30]=[CH:29][C:10]3[CH2:11][C:12]([C:15]4[N:20]=[CH:19][C:18]([O:21][CH2:22][C@@H:23]([NH:25][C:26](=[O:28])[CH3:27])[CH3:24])=[CH:17][CH:16]=4)([CH3:14])[O:13][C:9]=3[CH:8]=2)[CH2:3][CH2:2]1. (9) Given the reactants [CH2:1]([O:3][C:4](=N)[CH2:5][C:6]([OH:9])([CH3:8])[CH3:7])[CH3:2], predict the reaction product. The product is: [CH2:1]([O:3][C:4]([O:9][CH2:6][CH3:5])([O:3][CH2:1][CH3:2])[CH2:5][C:6]([CH3:8])([OH:9])[CH3:7])[CH3:2].